This data is from Forward reaction prediction with 1.9M reactions from USPTO patents (1976-2016). The task is: Predict the product of the given reaction. (1) Given the reactants [F:1][C:2]1[CH:3]=[C:4]2[C:9](=[CH:10][CH:11]=1)[N:8]=[C:7]([O:12][CH3:13])[C:6]([NH:14][C:15](=[O:19])OCC)=[N:5]2.[F:20][C:21]1[CH:26]=[CH:25][CH:24]=[CH:23][C:22]=1[N:27]1[CH2:32][CH2:31][NH:30][CH2:29][CH2:28]1, predict the reaction product. The product is: [F:1][C:2]1[CH:3]=[C:4]2[C:9](=[CH:10][CH:11]=1)[N:8]=[C:7]([O:12][CH3:13])[C:6]([NH:14][C:15]([N:30]1[CH2:29][CH2:28][N:27]([C:22]3[CH:23]=[CH:24][CH:25]=[CH:26][C:21]=3[F:20])[CH2:32][CH2:31]1)=[O:19])=[N:5]2. (2) Given the reactants [H-].[Na+].C(OP([CH:11]([CH3:17])[C:12]([O:14][CH2:15][CH3:16])=[O:13])(OCC)=O)C.[Br:18][C:19]1[CH:20]=[CH:21][C:22]([N:27]2[CH2:32][CH2:31][CH:30]([CH3:33])[CH2:29][CH2:28]2)=[C:23]([CH:26]=1)[CH:24]=O.O, predict the reaction product. The product is: [Br:18][C:19]1[CH:20]=[CH:21][C:22]([N:27]2[CH2:32][CH2:31][CH:30]([CH3:33])[CH2:29][CH2:28]2)=[C:23](/[CH:24]=[C:11](\[CH3:17])/[C:12]([O:14][CH2:15][CH3:16])=[O:13])[CH:26]=1. (3) Given the reactants [C:1]([C:3]1[CH:4]=[C:5]([CH:10]=[CH:11][CH:12]=1)[C:6](=[N:8][OH:9])[NH2:7])#[N:2].[F:13][C:14]1[N:22]=[CH:21][CH:20]=[CH:19][C:15]=1[C:16](Cl)=O.N, predict the reaction product. The product is: [F:13][C:14]1[C:15]([C:16]2[O:9][N:8]=[C:6]([C:5]3[CH:4]=[C:3]([CH:12]=[CH:11][CH:10]=3)[C:1]#[N:2])[N:7]=2)=[CH:19][CH:20]=[CH:21][N:22]=1. (4) The product is: [CH3:8][C:6]1([CH2:5][C:4]([O:3][CH2:1][CH3:2])=[O:9])[C:19](=[O:21])[NH:15][C:10](=[O:13])[NH:14]1. Given the reactants [CH2:1]([O:3][C:4](=[O:9])[CH2:5][C:6]([CH3:8])=O)[CH3:2].[C:10](=[O:13])([O-])[O-].[NH4+:14].[NH4+:15].[C-]#N.[K+].[CH2:19]([OH:21])C.O, predict the reaction product. (5) Given the reactants [CH3:1][O:2][C:3]1[CH:4]=[CH:5][C:6]2[N:10]=[C:9]([C@@H:11]3[CH2:15][C:14](=[CH2:16])[CH2:13][N:12]3C(OC(C)(C)C)=O)[NH:8][C:7]=2[CH:24]=1.[ClH:25], predict the reaction product. The product is: [ClH:25].[CH3:1][O:2][C:3]1[CH:4]=[CH:5][C:6]2[N:10]=[C:9]([C@@H:11]3[CH2:15][C:14](=[CH2:16])[CH2:13][NH:12]3)[NH:8][C:7]=2[CH:24]=1. (6) Given the reactants [C:1]([C@H:3]1[CH2:8][N:7]([CH2:9][C:10]2[CH:15]=[CH:14][C:13]([O:16][CH3:17])=[CH:12][CH:11]=2)[C@H:6]([CH3:18])[CH2:5][CH2:4]1)#[CH:2].Br[C:20]1[CH:25]=[CH:24][C:23]([F:26])=[CH:22][N:21]=1.C(N(CC)CC)C, predict the reaction product. The product is: [F:26][C:23]1[CH:24]=[CH:25][C:20]([C:2]#[C:1][C@@H:3]2[CH2:4][CH2:5][C@@H:6]([CH3:18])[N:7]([CH2:9][C:10]3[CH:11]=[CH:12][C:13]([O:16][CH3:17])=[CH:14][CH:15]=3)[CH2:8]2)=[N:21][CH:22]=1.